Dataset: Full USPTO retrosynthesis dataset with 1.9M reactions from patents (1976-2016). Task: Predict the reactants needed to synthesize the given product. (1) Given the product [C:3]([C:5]1[CH:10]=[CH:9][C:8]([CH:11]2[CH2:16][CH2:15][N:14]([C:17]([O:19][CH2:20][C:21]3[CH:22]=[CH:23][CH:24]=[CH:25][CH:26]=3)=[O:18])[CH2:13][CH:12]2[O:27][CH2:28][C:29]2[CH:30]=[CH:31][C:32]3[O:37][CH2:36][C:35](=[O:38])[N:34]([CH2:39][CH2:40][CH2:41][O:42][CH3:43])[C:33]=3[CH:44]=2)=[CH:7][CH:6]=1)([OH:4])=[O:2], predict the reactants needed to synthesize it. The reactants are: C[O:2][C:3]([C:5]1[CH:10]=[CH:9][C:8]([CH:11]2[CH2:16][CH2:15][N:14]([C:17]([O:19][CH2:20][C:21]3[CH:26]=[CH:25][CH:24]=[CH:23][CH:22]=3)=[O:18])[CH2:13][CH:12]2[O:27][CH2:28][C:29]2[CH:30]=[CH:31][C:32]3[O:37][CH2:36][C:35](=[O:38])[N:34]([CH2:39][CH2:40][CH2:41][O:42][CH3:43])[C:33]=3[CH:44]=2)=[CH:7][CH:6]=1)=[O:4].[OH-].[Na+].Cl. (2) Given the product [CH2:1]([N:3]1[C:7]([C:8]2[CH:9]=[N:10][CH:11]=[CH:12][CH:13]=2)=[N:6][N:5]=[C:4]1[S:14][CH2:22][C:23]([NH:25][C:26]1[CH:31]=[CH:30][C:29]([CH2:32][CH3:33])=[CH:28][CH:27]=1)=[O:24])[CH3:2], predict the reactants needed to synthesize it. The reactants are: [CH2:1]([N:3]1[C:7]([C:8]2[CH:9]=[N:10][CH:11]=[CH:12][CH:13]=2)=[N:6][N:5]=[C:4]1[SH:14])[CH3:2].C(=O)([O-])[O-].[Cs+].[Cs+].Cl[CH2:22][C:23]([NH:25][C:26]1[CH:31]=[CH:30][C:29]([CH2:32][CH3:33])=[CH:28][CH:27]=1)=[O:24]. (3) Given the product [CH:1]([O:4][C:5]1[CH:14]=[C:13]([C:15]([F:16])([F:17])[F:18])[C:12]2[CH:11]=[C:10]3[N:19]([CH2:24][C:25]([F:26])([F:27])[F:28])[C:20](=[CH2:29])[CH2:21][O:22][C:9]3=[CH:8][C:7]=2[N:6]=1)([CH3:2])[CH3:3], predict the reactants needed to synthesize it. The reactants are: [CH:1]([O:4][C:5]1[CH:14]=[C:13]([C:15]([F:18])([F:17])[F:16])[C:12]2[CH:11]=[C:10]3[N:19]([CH2:24][C:25]([F:28])([F:27])[F:26])[C:20](=O)[CH2:21][O:22][C:9]3=[CH:8][C:7]=2[N:6]=1)([CH3:3])[CH3:2].[CH2:29]1COCC1. (4) The reactants are: Cl.[NH2:2][C@@H:3]1[CH2:8][CH2:7][C@H:6]([NH:9][C:10](=[O:27])[C:11]2[CH:16]=[C:15]([F:17])[CH:14]=[N:13][C:12]=2[O:18][C:19]2[CH:24]=[CH:23][CH:22]=[C:21]([S:25][CH3:26])[CH:20]=2)[CH2:5][CH2:4]1.C(N(CC)CC)C.[C:35](Cl)(=[O:37])[CH3:36]. Given the product [C:35]([NH:2][C@@H:3]1[CH2:8][CH2:7][C@H:6]([NH:9][C:10](=[O:27])[C:11]2[CH:16]=[C:15]([F:17])[CH:14]=[N:13][C:12]=2[O:18][C:19]2[CH:24]=[CH:23][CH:22]=[C:21]([S:25][CH3:26])[CH:20]=2)[CH2:5][CH2:4]1)(=[O:37])[CH3:36], predict the reactants needed to synthesize it. (5) Given the product [OH:24][C:25]1[CH:30]=[CH:29][CH:28]=[CH:27][C:26]=1[C:31]1([OH:37])[CH2:32][CH2:33][N:34]([CH2:11][CH2:12][C:8]([C:2]2[CH:7]=[CH:6][CH:5]=[CH:4][CH:3]=2)([C:18]2[CH:19]=[CH:20][CH:21]=[CH:22][CH:23]=2)[C:9]([N:13]2[CH2:14][CH2:15][CH2:16][CH2:17]2)=[O:10])[CH2:35][CH2:36]1, predict the reactants needed to synthesize it. The reactants are: [Br-].[C:2]1([C:8]2([C:18]3[CH:23]=[CH:22][CH:21]=[CH:20][CH:19]=3)[CH2:12][CH2:11][O:10][C:9]2=[N+:13]2[CH2:17][CH2:16][CH2:15][CH2:14]2)[CH:7]=[CH:6][CH:5]=[CH:4][CH:3]=1.[OH:24][C:25]1[CH:30]=[CH:29][CH:28]=[CH:27][C:26]=1[C:31]1([OH:37])[CH2:36][CH2:35][NH:34][CH2:33][CH2:32]1.C(=O)([O-])[O-].[Na+].[Na+].O.